From a dataset of Full USPTO retrosynthesis dataset with 1.9M reactions from patents (1976-2016). Predict the reactants needed to synthesize the given product. The reactants are: [N+:1]([C:4]1[C:13]2[C:8](=[CH:9][CH:10]=[CH:11][CH:12]=2)[CH:7]=[CH:6][C:5]=1[NH:14][C:15]1[CH:16]=[C:17]([CH:20]=[CH:21][CH:22]=1)[C:18]#[N:19])([O-])=O.C1COCC1. Given the product [NH2:1][C:4]1[C:13]2[C:8](=[CH:9][CH:10]=[CH:11][CH:12]=2)[CH:7]=[CH:6][C:5]=1[NH:14][C:15]1[CH:16]=[C:17]([CH:20]=[CH:21][CH:22]=1)[C:18]#[N:19], predict the reactants needed to synthesize it.